This data is from Reaction yield outcomes from USPTO patents with 853,638 reactions. The task is: Predict the reaction yield, written as a fraction of the theoretical maximum amount of product (1.0 means a 100% yield; for example, 0.34 means a 34% yield). (1) The reactants are [Br:1][C:2]1[CH:10]=[CH:9][CH:8]=[C:7]2[C:3]=1[CH:4]=[N:5][NH:6]2.Br[CH2:12][C:13]1[CH:18]=[CH:17][CH:16]=[C:15]([Cl:19])[CH:14]=1. No catalyst specified. The product is [Br:1][C:2]1[C:3]2[C:7]([CH:8]=[CH:9][CH:10]=1)=[N:6][N:5]([CH2:12][C:13]1[CH:18]=[CH:17][CH:16]=[C:15]([Cl:19])[CH:14]=1)[CH:4]=2. The yield is 0.680. (2) The reactants are [N:1]1[CH:6]=[CH:5][C:4]([CH2:7][OH:8])=[CH:3][CH:2]=1.[Si:9](Cl)([C:12]([CH3:15])([CH3:14])[CH3:13])([CH3:11])[CH3:10].N1C=CN=C1. The catalyst is CN(C=O)C. The product is [Si:9]([O:8][CH2:7][C:4]1[CH:5]=[CH:6][N:1]=[CH:2][CH:3]=1)([C:12]([CH3:15])([CH3:14])[CH3:13])([CH3:11])[CH3:10]. The yield is 0.460.